Dataset: Catalyst prediction with 721,799 reactions and 888 catalyst types from USPTO. Task: Predict which catalyst facilitates the given reaction. Reactant: [CH3:1][O:2][C:3](=[O:23])[NH:4][CH:5]([C:9]([N:11]1[CH2:15][CH2:14][CH2:13][CH:12]1[C:16]1[NH:17][C:18]([C:21]#[CH:22])=[CH:19][N:20]=1)=[O:10])[CH:6]([CH3:8])[CH3:7].[CH3:24][O:25][C:26](=[O:55])[NH:27][CH:28]([C:32]([N:34]1[CH2:38][CH2:37][CH2:36][CH:35]1[C:39]1[NH:43][C:42]2[CH:44]=[C:45]([C:48]3[CH:53]=[CH:52][C:51](Br)=[CH:50][CH:49]=3)[CH:46]=[CH:47][C:41]=2[N:40]=1)=[O:33])[CH:29]([CH3:31])[CH3:30].C(N(CC)CC)C.O. Product: [CH3:24][O:25][C:26](=[O:55])[NH:27][CH:28]([C:32]([N:34]1[CH2:38][CH2:37][CH2:36][CH:35]1[C:39]1[NH:43][C:42]2[CH:44]=[C:45]([C:48]3[CH:53]=[CH:52][C:51]([C:22]#[C:21][C:18]4[NH:17][C:16]([CH:12]5[CH2:13][CH2:14][CH2:15][N:11]5[C:9](=[O:10])[CH:5]([NH:4][C:3]([O:2][CH3:1])=[O:23])[CH:6]([CH3:8])[CH3:7])=[N:20][CH:19]=4)=[CH:50][CH:49]=3)[CH:46]=[CH:47][C:41]=2[N:40]=1)=[O:33])[CH:29]([CH3:31])[CH3:30]. The catalyst class is: 441.